This data is from NCI-60 drug combinations with 297,098 pairs across 59 cell lines. The task is: Regression. Given two drug SMILES strings and cell line genomic features, predict the synergy score measuring deviation from expected non-interaction effect. (1) Drug 2: CNC(=O)C1=NC=CC(=C1)OC2=CC=C(C=C2)NC(=O)NC3=CC(=C(C=C3)Cl)C(F)(F)F. Drug 1: CC(C)(C1=NC(=CC=C1)N2C3=NC(=NC=C3C(=O)N2CC=C)NC4=CC=C(C=C4)N5CCN(CC5)C)O. Synergy scores: CSS=71.9, Synergy_ZIP=-0.970, Synergy_Bliss=-3.75, Synergy_Loewe=-18.5, Synergy_HSA=-6.37. Cell line: OVCAR3. (2) Drug 1: CC(CN1CC(=O)NC(=O)C1)N2CC(=O)NC(=O)C2. Drug 2: C1CC(C1)(C(=O)O)C(=O)O.[NH2-].[NH2-].[Pt+2]. Cell line: BT-549. Synergy scores: CSS=18.1, Synergy_ZIP=-3.98, Synergy_Bliss=-1.07, Synergy_Loewe=-3.75, Synergy_HSA=0.0560. (3) Drug 1: CC1=C(N=C(N=C1N)C(CC(=O)N)NCC(C(=O)N)N)C(=O)NC(C(C2=CN=CN2)OC3C(C(C(C(O3)CO)O)O)OC4C(C(C(C(O4)CO)O)OC(=O)N)O)C(=O)NC(C)C(C(C)C(=O)NC(C(C)O)C(=O)NCCC5=NC(=CS5)C6=NC(=CS6)C(=O)NCCC[S+](C)C)O. Drug 2: C1CCC(C(C1)N)N.C(=O)(C(=O)[O-])[O-].[Pt+4]. Cell line: COLO 205. Synergy scores: CSS=58.4, Synergy_ZIP=2.88, Synergy_Bliss=2.99, Synergy_Loewe=11.2, Synergy_HSA=11.4. (4) Drug 1: CCN(CC)CCNC(=O)C1=C(NC(=C1C)C=C2C3=C(C=CC(=C3)F)NC2=O)C. Drug 2: CCC1(CC2CC(C3=C(CCN(C2)C1)C4=CC=CC=C4N3)(C5=C(C=C6C(=C5)C78CCN9C7C(C=CC9)(C(C(C8N6C)(C(=O)OC)O)OC(=O)C)CC)OC)C(=O)OC)O.OS(=O)(=O)O. Cell line: HOP-92. Synergy scores: CSS=-6.44, Synergy_ZIP=4.58, Synergy_Bliss=2.73, Synergy_Loewe=-0.470, Synergy_HSA=-2.62.